From a dataset of Cav3 T-type calcium channel HTS with 100,875 compounds. Binary Classification. Given a drug SMILES string, predict its activity (active/inactive) in a high-throughput screening assay against a specified biological target. (1) The drug is O(CC(=O)NCCc1[nH]c2c(n1)cccc2)c1ccc(OCC)cc1. The result is 0 (inactive). (2) The drug is S(=O)(=O)(Nc1nc(C2OC(=O)c3c(C2)cccc3)ccn1)c1ccc(NC(=O)c2ccccc2)cc1. The result is 0 (inactive). (3) The drug is o1c(c(nc1c1cc(ccc1)C)CS(=O)CC(=O)NCCc1ccc(cc1)C)C. The result is 1 (active).